Dataset: Peptide-MHC class I binding affinity with 185,985 pairs from IEDB/IMGT. Task: Regression. Given a peptide amino acid sequence and an MHC pseudo amino acid sequence, predict their binding affinity value. This is MHC class I binding data. (1) The peptide sequence is YYLEKANKI. The MHC is HLA-B08:02 with pseudo-sequence HLA-B08:02. The binding affinity (normalized) is 0.0847. (2) The peptide sequence is GSPAIFQYTMR. The MHC is Mamu-A02 with pseudo-sequence Mamu-A02. The binding affinity (normalized) is 0. (3) The peptide sequence is ILIDTSAWV. The MHC is HLA-A02:03 with pseudo-sequence HLA-A02:03. The binding affinity (normalized) is 1.00. (4) The peptide sequence is DPWGEVLAW. The MHC is Mamu-A2201 with pseudo-sequence Mamu-A2201. The binding affinity (normalized) is 0. (5) The peptide sequence is RMFKRVFNM. The MHC is HLA-C06:02 with pseudo-sequence HLA-C06:02. The binding affinity (normalized) is 0.272. (6) The peptide sequence is KGKRALAPPV. The MHC is HLA-A30:01 with pseudo-sequence HLA-A30:01. The binding affinity (normalized) is 0.924.